This data is from Full USPTO retrosynthesis dataset with 1.9M reactions from patents (1976-2016). The task is: Predict the reactants needed to synthesize the given product. Given the product [CH3:1][O:2][C:3]1[CH:4]=[CH:5][C:6]([CH2:7][N:8]2[C@@H:9]3[CH2:14][CH2:13][O:12][CH2:11][C@H:10]3[NH:15][C:26]2=[O:28])=[CH:16][CH:17]=1, predict the reactants needed to synthesize it. The reactants are: [CH3:1][O:2][C:3]1[CH:17]=[CH:16][C:6]([CH2:7][NH:8][C@@H:9]2[CH2:14][CH2:13][O:12][CH2:11][C@H:10]2[NH2:15])=[CH:5][CH:4]=1.C(N(CC)CC)C.Cl[C:26](Cl)([O:28]C(=O)OC(Cl)(Cl)Cl)Cl.